Dataset: Forward reaction prediction with 1.9M reactions from USPTO patents (1976-2016). Task: Predict the product of the given reaction. Given the reactants [CH3:1][N:2]([CH3:11])[S:3]([N:6]1[CH:10]=[CH:9][CH:8]=[N:7]1)(=[O:5])=[O:4].C([Li])CCC.[Br:17]C(Cl)(Cl)C(Cl)(Cl)Br, predict the reaction product. The product is: [Br:17][C:8]1[CH:9]=[CH:10][N:6]([S:3]([N:2]([CH3:11])[CH3:1])(=[O:4])=[O:5])[N:7]=1.